Dataset: Full USPTO retrosynthesis dataset with 1.9M reactions from patents (1976-2016). Task: Predict the reactants needed to synthesize the given product. (1) Given the product [CH:6]1([C:9]2[CH:30]=[C:12]3[C:13]([CH:19]=[CH:20][C:21]4[C:22]([Cl:28])=[CH:23][N:24]=[CH:25][C:26]=4[Cl:27])=[CH:14][CH:15]=[C:16]([O:17][CH3:18])[N:11]3[N:10]=2)[CH2:8][CH2:7]1, predict the reactants needed to synthesize it. The reactants are: CS(O)(=O)=O.[CH:6]1([C:9]2[CH:30]=[C:12]3[C:13]([CH:19](O)[CH2:20][C:21]4[C:26]([Cl:27])=[CH:25][N:24]=[CH:23][C:22]=4[Cl:28])=[CH:14][CH:15]=[C:16]([O:17][CH3:18])[N:11]3[N:10]=2)[CH2:8][CH2:7]1.[OH-].[Na+]. (2) The reactants are: Cl[CH2:2][C@@H:3]([C:5]1[CH:10]=[CH:9][CH:8]=[CH:7][CH:6]=1)[OH:4].[CH3:11][CH:12]([CH3:28])[C:13]([NH:15][C:16]1[CH:21]=[CH:20][CH:19]=[C:18]([CH:22]2[CH2:27][CH2:26][NH:25][CH2:24][CH2:23]2)[CH:17]=1)=[O:14]. Given the product [OH:4][C@H:3]([C:5]1[CH:10]=[CH:9][CH:8]=[CH:7][CH:6]=1)[CH2:2][N:25]1[CH2:26][CH2:27][CH:22]([C:18]2[CH:17]=[C:16]([NH:15][C:13](=[O:14])[CH:12]([CH3:11])[CH3:28])[CH:21]=[CH:20][CH:19]=2)[CH2:23][CH2:24]1, predict the reactants needed to synthesize it. (3) Given the product [Cl:2][C:3]1[CH:4]=[C:5]([CH:9]2[CH2:13][C:12]3([CH2:18][CH2:17][N:16]([C:24]([O:23][C:20]([CH3:22])([CH3:21])[CH3:19])=[O:25])[CH2:15][CH2:14]3)[O:11][CH2:10]2)[CH:6]=[CH:7][CH:8]=1, predict the reactants needed to synthesize it. The reactants are: Cl.[Cl:2][C:3]1[CH:4]=[C:5]([CH:9]2[CH2:13][C:12]3([CH2:18][CH2:17][NH:16][CH2:15][CH2:14]3)[O:11][CH2:10]2)[CH:6]=[CH:7][CH:8]=1.[CH3:19][C:20]([O:23][C:24](O[C:24]([O:23][C:20]([CH3:22])([CH3:21])[CH3:19])=[O:25])=[O:25])([CH3:22])[CH3:21].CCN(C(C)C)C(C)C.Cl. (4) Given the product [F:16][C:17]([F:28])([F:27])[C:18]([O:20][Si:7]([CH2:8][CH2:9][CH2:10][CH3:11])([CH3:12])[CH3:13])=[O:19], predict the reactants needed to synthesize it. The reactants are: [CH2:8]([Si:7]([CH3:13])([CH3:12])N[Si:7]([CH3:13])([CH3:12])[CH2:8][CH2:9][CH2:10][CH3:11])[CH2:9][CH2:10][CH3:11].[F:16][C:17]([F:28])([F:27])[C:18]([O:20]C(=O)C(F)(F)F)=[O:19].